Task: Predict which catalyst facilitates the given reaction.. Dataset: Catalyst prediction with 721,799 reactions and 888 catalyst types from USPTO (1) Reactant: [Br:1][C:2]1[CH:3]=[C:4]([CH:29]=[CH:30][CH:31]=1)[CH2:5][C@@H:6]([C:25]([O:27]C)=[O:26])[NH:7][C:8]([C@H:10]1[CH2:15][CH2:14][C@H:13]([CH2:16][NH:17][C:18]([O:20][C:21]([CH3:24])([CH3:23])[CH3:22])=[O:19])[CH2:12][CH2:11]1)=[O:9].[OH-].[Na+]. Product: [Br:1][C:2]1[CH:3]=[C:4]([CH:29]=[CH:30][CH:31]=1)[CH2:5][C@@H:6]([C:25]([OH:27])=[O:26])[NH:7][C:8]([C@H:10]1[CH2:11][CH2:12][C@H:13]([CH2:16][NH:17][C:18]([O:20][C:21]([CH3:22])([CH3:23])[CH3:24])=[O:19])[CH2:14][CH2:15]1)=[O:9]. The catalyst class is: 7. (2) Reactant: [S:1]1[CH:5]=[CH:4][CH:3]=[N:2]1.C([Li])CCC.[CH2:11]([Sn:15]([CH2:21][CH2:22][CH2:23][CH3:24])([CH2:17][CH2:18][CH2:19][CH3:20])Cl)[CH2:12][CH2:13][CH3:14].C(=O)(O)[O-].[Na+]. Product: [CH2:21]([Sn:15]([CH2:11][CH2:12][CH2:13][CH3:14])([CH2:17][CH2:18][CH2:19][CH3:20])[C:5]1[S:1][N:2]=[CH:3][CH:4]=1)[CH2:22][CH2:23][CH3:24]. The catalyst class is: 1. (3) Reactant: C(N=C=NCCCN(C)C)C.ON1C2N=CC=CC=2N=N1.[C:22]([O:26][C:27]([NH:29][C:30]1([C:33]([OH:35])=O)[CH2:32][CH2:31]1)=[O:28])([CH3:25])([CH3:24])[CH3:23].[NH2:36][CH2:37][C:38](=[O:43])[C:39]([CH3:42])([CH3:41])[CH3:40].C(N(CC)CC)C. Product: [CH3:40][C:39]([CH3:42])([CH3:41])[C:38](=[O:43])[CH2:37][NH:36][C:33]([C:30]1([NH:29][C:27](=[O:28])[O:26][C:22]([CH3:23])([CH3:24])[CH3:25])[CH2:31][CH2:32]1)=[O:35]. The catalyst class is: 2.